Predict which catalyst facilitates the given reaction. From a dataset of Catalyst prediction with 721,799 reactions and 888 catalyst types from USPTO. (1) Reactant: [NH2:1][C:2]1[N:3]=[CH:4][C:5]([C:9]2[N:14]=[CH:13][C:12]3[CH:15]=[N:16][N:17]([C:18]4[N:23]=[C:22]([N:24]5[CH2:30][CH2:29][CH2:28][N:27](C(OC(C)(C)C)=O)[CH2:26][CH2:25]5)[CH:21]=[CH:20][CH:19]=4)[C:11]=3[CH:10]=2)=[N:6][C:7]=1[CH3:8].Cl. Product: [N:24]1([C:22]2[N:23]=[C:18]([N:17]3[C:11]4[CH:10]=[C:9]([C:5]5[N:6]=[C:7]([CH3:8])[C:2]([NH2:1])=[N:3][CH:4]=5)[N:14]=[CH:13][C:12]=4[CH:15]=[N:16]3)[CH:19]=[CH:20][CH:21]=2)[CH2:30][CH2:29][CH2:28][NH:27][CH2:26][CH2:25]1. The catalyst class is: 71. (2) Reactant: [C:1]([C:4]1[C:5](Br)=[N:6][CH:7]=[CH:8][CH:9]=1)(=[O:3])[CH3:2].[C:11]([C:13]1[CH:18]=[CH:17][CH:16]=[CH:15][N:14]=1)#[CH:12].C(N(CC)CC)C.[Cl-]. Product: [N:14]1[CH:15]=[CH:16][CH:17]=[CH:18][C:13]=1[C:11]#[C:12][C:5]1[C:4]([C:1](=[O:3])[CH3:2])=[CH:9][CH:8]=[CH:7][N:6]=1. The catalyst class is: 85. (3) Reactant: [F:1][C:2]([F:14])([F:13])[C:3]([C:6]1[CH:11]=[CH:10][C:9]([CH3:12])=[CH:8][CH:7]=1)=[N:4][OH:5].Cl[CH2:16][CH2:17][S:18](Cl)(=[O:20])=[O:19].C(N(CC)CC)C.[CH3:29][OH:30]. Product: [CH3:29][O:30][CH2:16][CH2:17][S:18]([OH:20])(=[O:5])=[O:19].[F:1][C:2]([F:13])([F:14])[C:3]([C:6]1[CH:11]=[CH:10][C:9]([CH3:12])=[CH:8][CH:7]=1)=[N:4][OH:5]. The catalyst class is: 30.